Dataset: Reaction yield outcomes from USPTO patents with 853,638 reactions. Task: Predict the reaction yield, written as a fraction of the theoretical maximum amount of product (1.0 means a 100% yield; for example, 0.34 means a 34% yield). (1) The reactants are [CH:1]1([NH:4][C:5](=[O:43])[NH:6][C:7]2[CH:12]=[CH:11][C:10]([C:13]3[N:14]=[C:15]([N:36]4[CH2:41][CH2:40][O:39][CH2:38][C@@H:37]4[CH3:42])[C:16]4[CH2:21][N:20]([CH2:22][CH:23]5[CH2:28][CH2:27][N:26](C(OC(C)(C)C)=O)[CH2:25][CH2:24]5)[CH2:19][C:17]=4[N:18]=3)=[CH:9][CH:8]=2)[CH2:3][CH2:2]1.Cl.CO. The catalyst is O1CCOCC1. The product is [CH:1]1([NH:4][C:5]([NH:6][C:7]2[CH:8]=[CH:9][C:10]([C:13]3[N:14]=[C:15]([N:36]4[CH2:41][CH2:40][O:39][CH2:38][C@@H:37]4[CH3:42])[C:16]4[CH2:21][N:20]([CH2:22][CH:23]5[CH2:28][CH2:27][NH:26][CH2:25][CH2:24]5)[CH2:19][C:17]=4[N:18]=3)=[CH:11][CH:12]=2)=[O:43])[CH2:3][CH2:2]1. The yield is 0.250. (2) The reactants are [Br:1][C:2]1[CH:11]=[C:10]2[C:5]([C:6]([C:14]3[CH:19]=[CH:18][C:17]([CH3:20])=[CH:16][CH:15]=3)=[CH:7][CH2:8][C:9]2(C)[CH3:12])=[CH:4][CH:3]=1.BrC1C=C2C(=CC=1)C(=O)CC2(C)C. No catalyst specified. The product is [Br:1][C:2]1[CH:11]=[C:10]2[C:5]([C:6]([C:14]3[CH:15]=[CH:16][C:17]([CH3:20])=[CH:18][CH:19]=3)=[CH:7][C:9]2([CH3:8])[CH3:12])=[CH:4][CH:3]=1. The yield is 0.750. (3) The reactants are [F:1][C:2]([F:17])([S:13](F)(=[O:15])=[O:14])[C:3]([F:12])([F:11])[C:4]([F:10])([F:9])[C:5]([F:8])([F:7])[F:6].[F:18][C:19]([F:24])([F:23])[CH:20]([OH:22])[CH3:21].C(N(CC)CC)C. The catalyst is ClCCl. The product is [F:1][C:2]([F:17])([S:13]([O:22][CH:20]([CH3:21])[C:19]([F:24])([F:23])[F:18])(=[O:15])=[O:14])[C:3]([F:12])([F:11])[C:4]([F:10])([F:9])[C:5]([F:8])([F:7])[F:6]. The yield is 0.600. (4) The reactants are [F:1][C:2]([F:16])([F:15])[C:3]1[CH:4]=[CH:5][C:6]([N:9]2[CH2:14][CH2:13][NH:12][CH2:11][CH2:10]2)=[N:7][CH:8]=1.[CH3:17][O:18][C:19](=[O:23])[CH:20](Br)[CH3:21]. The catalyst is CO.CCN(C(C)C)C(C)C. The product is [CH3:17][O:18][C:19](=[O:23])[CH:20]([N:12]1[CH2:11][CH2:10][N:9]([C:6]2[CH:5]=[CH:4][C:3]([C:2]([F:1])([F:15])[F:16])=[CH:8][N:7]=2)[CH2:14][CH2:13]1)[CH3:21]. The yield is 0.990.